Dataset: Full USPTO retrosynthesis dataset with 1.9M reactions from patents (1976-2016). Task: Predict the reactants needed to synthesize the given product. (1) Given the product [CH3:8][O:7][C:6]1[CH2:5][CH2:4][C:3](=[O:9])[C:2]=1[C:12]1[C:13]([CH3:18])=[CH:14][C:15]([CH3:17])=[CH:16][C:11]=1[CH3:10], predict the reactants needed to synthesize it. The reactants are: Br[C:2]1[C:3](=[O:9])[CH2:4][CH2:5][C:6]=1[O:7][CH3:8].[CH3:10][C:11]1[CH:16]=[C:15]([CH3:17])[CH:14]=[C:13]([CH3:18])[C:12]=1B(O)O.P([O-])([O-])([O-])=O.[K+].[K+].[K+]. (2) Given the product [NH2:62][C:61]1[CH:60]=[CH:59][C:12]([O:13][CH2:14][CH2:15][N:16]([C:18]2[CH:19]=[CH:20][C:21]3[N:25]=[C:24]([C:26]4[CH:27]=[C:28]([CH3:56])[C:29]5[N:33]=[C:32]([CH2:34][CH2:35][CH3:36])[N:31]([CH2:37][C:38]6[CH:43]=[CH:42][C:41]([C:44]7[CH:49]=[CH:48][CH:47]=[CH:46][C:45]=7[C:50]7[NH:54][N:53]=[N:52][N:51]=7)=[CH:40][CH:39]=6)[C:30]=5[CH:55]=4)[N:23]([CH3:57])[C:22]=3[CH:58]=2)[CH3:17])=[CH:11][C:10]=1[N:8]([C:6]([O:5][C:1]([CH3:2])([CH3:4])[CH3:3])=[O:7])[CH3:9], predict the reactants needed to synthesize it. The reactants are: [C:1]([O:5][C:6]([N:8]([C:10]1[CH:11]=[C:12]([CH:59]=[CH:60][C:61]=1[N+:62]([O-])=O)[O:13][CH2:14][CH2:15][N:16]([C:18]1[CH:19]=[CH:20][C:21]2[N:25]=[C:24]([C:26]3[CH:27]=[C:28]([CH3:56])[C:29]4[N:33]=[C:32]([CH2:34][CH2:35][CH3:36])[N:31]([CH2:37][C:38]5[CH:43]=[CH:42][C:41]([C:44]6[CH:49]=[CH:48][CH:47]=[CH:46][C:45]=6[C:50]6[NH:54][N:53]=[N:52][N:51]=6)=[CH:40][CH:39]=5)[C:30]=4[CH:55]=3)[N:23]([CH3:57])[C:22]=2[CH:58]=1)[CH3:17])[CH3:9])=[O:7])([CH3:4])([CH3:3])[CH3:2].